This data is from Forward reaction prediction with 1.9M reactions from USPTO patents (1976-2016). The task is: Predict the product of the given reaction. (1) Given the reactants [H-].[Na+].C(OP([CH2:11][C:12]1[CH:13]=[C:14]([CH:27]=[CH:28][CH:29]=1)[O:15][C:16]1[N:21]=[C:20]([CH3:22])[C:19]([C:23]([F:26])([F:25])[F:24])=[CH:18][CH:17]=1)(OCC)=O)C.[CH2:30]1[O:40][C:33]2([CH2:38][CH2:37][C:36](=O)[CH2:35][CH2:34]2)[O:32][CH2:31]1, predict the reaction product. The product is: [O:32]1[C:33]2([CH2:38][CH2:37][C:36](=[CH:11][C:12]3[CH:13]=[C:14]([CH:27]=[CH:28][CH:29]=3)[O:15][C:16]3[N:21]=[C:20]([CH3:22])[C:19]([C:23]([F:24])([F:25])[F:26])=[CH:18][CH:17]=3)[CH2:35][CH2:34]2)[O:40][CH2:30][CH2:31]1. (2) Given the reactants C[O:2][C:3]1[CH:8]=[C:7]([CH3:9])[C:6]2[CH2:10][O:11][C@@H:12]3[C@H:16]([C:5]=2[CH:4]=1)[CH2:15][N:14]([C:17]([O:19][CH2:20][CH3:21])=[O:18])[CH2:13]3.B(Br)(Br)Br, predict the reaction product. The product is: [OH:2][C:3]1[CH:8]=[C:7]([CH3:9])[C:6]2[CH2:10][O:11][C@@H:12]3[C@H:16]([C:5]=2[CH:4]=1)[CH2:15][N:14]([C:17]([O:19][CH2:20][CH3:21])=[O:18])[CH2:13]3.